Task: Regression/Classification. Given a drug SMILES string, predict its absorption, distribution, metabolism, or excretion properties. Task type varies by dataset: regression for continuous measurements (e.g., permeability, clearance, half-life) or binary classification for categorical outcomes (e.g., BBB penetration, CYP inhibition). Dataset: cyp2c19_veith.. Dataset: CYP2C19 inhibition data for predicting drug metabolism from PubChem BioAssay (1) The molecule is CN(C)CCn1c(CO)nc2c1c(=O)n(C)c(=O)n2C. The result is 0 (non-inhibitor). (2) The result is 1 (inhibitor). The drug is COCCN1CN=C(Nc2nc3ccccc3s2)NC1.